This data is from Full USPTO retrosynthesis dataset with 1.9M reactions from patents (1976-2016). The task is: Predict the reactants needed to synthesize the given product. Given the product [CH3:21][C:22]1[C:23]2[N:30]=[C:5]([C:4]3[CH:7]=[CH:8][C:9]([O:10][CH2:11][CH2:12][CH2:13][N:14]4[CH2:19][CH2:18][N:17]([CH3:20])[CH2:16][CH2:15]4)=[C:2]([CH3:1])[CH:3]=3)[NH:29][C:24]=2[CH:25]=[CH:26][C:27]=1[CH3:28], predict the reactants needed to synthesize it. The reactants are: [CH3:1][C:2]1[CH:3]=[C:4]([CH:7]=[CH:8][C:9]=1[O:10][CH2:11][CH2:12][CH2:13][N:14]1[CH2:19][CH2:18][N:17]([CH3:20])[CH2:16][CH2:15]1)[CH:5]=O.[CH3:21][C:22]1[C:27]([CH3:28])=[CH:26][CH:25]=[C:24]([NH2:29])[C:23]=1[NH2:30].